From a dataset of Forward reaction prediction with 1.9M reactions from USPTO patents (1976-2016). Predict the product of the given reaction. Given the reactants [CH3:1][S:2]([OH:4])=[O:3].[Na].[Cl:6][C:7]1[N:12]=[C:11]([CH2:13]I)[CH:10]=[C:9]([N:15]2[CH2:20][CH2:19][O:18][CH2:17][C@@H:16]2[CH3:21])[N:8]=1, predict the reaction product. The product is: [Cl:6][C:7]1[N:8]=[C:9]([N:15]2[CH2:20][CH2:19][O:18][CH2:17][C@@H:16]2[CH3:21])[CH:10]=[C:11]([CH2:13][S:2]([CH3:1])(=[O:4])=[O:3])[N:12]=1.